The task is: Predict the reactants needed to synthesize the given product.. This data is from Full USPTO retrosynthesis dataset with 1.9M reactions from patents (1976-2016). (1) Given the product [O:29]=[C:20]1[C:21]2[C:22](=[CH:25][CH:26]=[CH:27][CH:28]=2)[C:23](=[O:24])[N:19]1[CH2:18][CH2:17][CH2:16][N:2]([CH3:1])[S:3]([C:6]1[CH:11]=[CH:10][CH:9]=[CH:8][C:7]=1[N+:12]([O-:14])=[O:13])(=[O:4])=[O:5], predict the reactants needed to synthesize it. The reactants are: [CH3:1][NH:2][S:3]([C:6]1[CH:11]=[CH:10][CH:9]=[CH:8][C:7]=1[N+:12]([O-:14])=[O:13])(=[O:5])=[O:4].Br[CH2:16][CH2:17][CH2:18][N:19]1[C:23](=[O:24])[C:22]2=[CH:25][CH:26]=[CH:27][CH:28]=[C:21]2[C:20]1=[O:29]. (2) Given the product [C@H:18]12[CH2:20][C@H:15]([N:14]([C:4]3[N:5]=[C:6]([CH2:8][CH:9]4[CH2:11][C:10]4([F:13])[F:12])[N:7]=[C:2]([C:28]4[CH:29]=[C:24]([O:23][CH:22]([F:40])[F:21])[C:25]([NH2:39])=[N:26][CH:27]=4)[CH:3]=3)[CH2:19]1)[CH2:16][O:17]2, predict the reactants needed to synthesize it. The reactants are: Cl[C:2]1[N:7]=[C:6]([CH2:8][CH:9]2[CH2:11][C:10]2([F:13])[F:12])[N:5]=[C:4]([N:14]2[CH2:19][C@@H:18]3[CH2:20][C@H:15]2[CH2:16][O:17]3)[CH:3]=1.[F:21][CH:22]([F:40])[O:23][C:24]1[C:25]([NH2:39])=[N:26][CH:27]=[C:28](B2OC(C)(C)C(C)(C)O2)[CH:29]=1.C(=O)([O-])[O-].[Cs+].[Cs+]. (3) Given the product [O-:1][N+:2]1[C:7]2[CH:8]=[CH:9][CH:10]=[CH:11][C:6]=2[N:5]=[C:4]([N:12]2[CH2:13][CH2:14][CH:15]([CH2:18][C:19]([NH:22][C:23]3[C:24]([C:28]([O:30][CH3:31])=[O:29])=[CH:25][S:26][CH:27]=3)=[O:20])[CH2:16][CH2:17]2)[N:3]=1, predict the reactants needed to synthesize it. The reactants are: [O-:1][N+:2]1[C:7]2[CH:8]=[CH:9][CH:10]=[CH:11][C:6]=2[N:5]=[C:4]([N:12]2[CH2:17][CH2:16][CH:15]([CH2:18][C:19](O)=[O:20])[CH2:14][CH2:13]2)[N:3]=1.[NH2:22][C:23]1[C:24]([C:28]([O:30][CH3:31])=[O:29])=[CH:25][S:26][CH:27]=1. (4) Given the product [OH:25][CH2:24][CH2:26][NH:27][C:3]([C:5]1[O:9][N:8]=[C:7]([O:10][CH2:11][C:12]2[C:13]([C:18]3[CH:23]=[CH:22][CH:21]=[CH:20][N:19]=3)=[N:14][O:15][C:16]=2[CH3:17])[CH:6]=1)=[O:4], predict the reactants needed to synthesize it. The reactants are: CO[C:3]([C:5]1[O:9][N:8]=[C:7]([O:10][CH2:11][C:12]2[C:13]([C:18]3[CH:23]=[CH:22][CH:21]=[CH:20][N:19]=3)=[N:14][O:15][C:16]=2[CH3:17])[CH:6]=1)=[O:4].[CH2:24]([CH2:26][NH2:27])[OH:25]. (5) Given the product [CH:21]([CH:10]1[CH2:9][N:8]([C:6](=[O:7])[CH2:5][C:4]([OH:24])=[O:3])[C:13]2[CH:14]=[CH:15][CH:16]=[C:17]([CH:18]([CH3:20])[CH3:19])[C:12]=2[O:11]1)([CH3:23])[CH3:22], predict the reactants needed to synthesize it. The reactants are: C([O:3][C:4](=[O:24])[CH2:5][C:6]([N:8]1[C:13]2[CH:14]=[CH:15][CH:16]=[C:17]([CH:18]([CH3:20])[CH3:19])[C:12]=2[O:11][CH:10]([CH:21]([CH3:23])[CH3:22])[CH2:9]1)=[O:7])C.[OH-].[Na+]. (6) Given the product [CH3:1][O:2][C:3]1[CH:4]=[C:5]([NH:6][C:22](=[O:23])[CH2:21][C:20]([O:19][CH2:12][C:13]2[CH:14]=[CH:15][CH:16]=[CH:17][CH:18]=2)=[O:25])[CH:7]=[CH:8][C:9]=1[O:10][CH3:11], predict the reactants needed to synthesize it. The reactants are: [CH3:1][O:2][C:3]1[CH:4]=[C:5]([CH:7]=[CH:8][C:9]=1[O:10][CH3:11])[NH2:6].[CH2:12]([O:19][C:20](=[O:25])[CH2:21][C:22](O)=[O:23])[C:13]1[CH:18]=[CH:17][CH:16]=[CH:15][CH:14]=1.C(Cl)CCl. (7) Given the product [C:19]1([C:18]2[O:1][N:2]=[C:3]([N:4]3[CH2:5][CH2:6][N:7]([C:10]([O:12][C:13]([CH3:14])([CH3:16])[CH3:15])=[O:11])[CH2:8][CH2:9]3)[N:17]=2)[CH:24]=[CH:23][CH:22]=[CH:21][CH:20]=1, predict the reactants needed to synthesize it. The reactants are: [OH:1][NH:2][C:3](=[NH:17])[N:4]1[CH2:9][CH2:8][N:7]([C:10]([O:12][C:13]([CH3:16])([CH3:15])[CH3:14])=[O:11])[CH2:6][CH2:5]1.[C:18](O)(=O)[C:19]1[CH:24]=[CH:23][CH:22]=[CH:21][CH:20]=1.C(N=C=NC(C)C)(C)C. (8) Given the product [F:12][C:13]1[CH:19]=[CH:18][C:16]([NH:17][CH:2]2[CH2:3][NH:4][CH2:5]2)=[CH:15][CH:14]=1, predict the reactants needed to synthesize it. The reactants are: O=[C:2]1[CH2:5][N:4](C(OC(Cl)C)=O)[CH2:3]1.[F:12][C:13]1[CH:19]=[CH:18][C:16]([NH2:17])=[CH:15][CH:14]=1.C(O[BH-](OC(=O)C)OC(=O)C)(=O)C.[Na+]. (9) Given the product [F:20][C:21]([C:24]1[CH:29]=[CH:28][C:27]([C:2]2[CH:3]=[CH:4][C:5]([C:8]([C:14]3[CH:15]=[N:16][CH:17]=[N:18][CH:19]=3)([OH:13])[C:9]([CH3:12])([CH3:11])[CH3:10])=[N:6][CH:7]=2)=[CH:26][CH:25]=1)([F:23])[CH3:22], predict the reactants needed to synthesize it. The reactants are: Br[C:2]1[CH:3]=[CH:4][C:5]([C:8]([C:14]2[CH:15]=[N:16][CH:17]=[N:18][CH:19]=2)([OH:13])[C:9]([CH3:12])([CH3:11])[CH3:10])=[N:6][CH:7]=1.[F:20][C:21]([C:24]1[CH:29]=[CH:28][C:27](B2OC(C)(C)C(C)(C)O2)=[CH:26][CH:25]=1)([F:23])[CH3:22]. (10) Given the product [F:1][C:2]1[CH:7]=[C:6]([C:27](=[O:31])[CH:22]([CH3:23])[CH3:21])[CH:5]=[CH:4][C:3]=1[O:8][CH3:9], predict the reactants needed to synthesize it. The reactants are: [F:1][C:2]1[CH:7]=[CH:6][CH:5]=[CH:4][C:3]=1[O:8][C:9](=O)C(C)C.[Cl-].[Cl-].[Cl-].[Al+3].Cl.FC1[CH:21]=[C:22]([C:27](=[O:31])C(C)C)[CH:23]=CC=1O.C(=O)([O-])[O-].[K+].[K+].CI.